Dataset: Forward reaction prediction with 1.9M reactions from USPTO patents (1976-2016). Task: Predict the product of the given reaction. (1) Given the reactants [N+:1]([C:4]1[O:8][C:7]([C:9](Cl)=[O:10])=[CH:6][CH:5]=1)([O-:3])=[O:2].[CH2:12]([CH:19]1[CH2:24][CH2:23][N:22]([C:25]2[CH:30]=[CH:29][C:28]([NH2:31])=[CH:27][CH:26]=2)[CH2:21][CH2:20]1)[C:13]1[CH:18]=[CH:17][CH:16]=[CH:15][CH:14]=1.CCN(CC)CC, predict the reaction product. The product is: [CH2:12]([CH:19]1[CH2:20][CH2:21][N:22]([C:25]2[CH:26]=[CH:27][C:28]([NH:31][C:9]([C:7]3[O:8][C:4]([N+:1]([O-:3])=[O:2])=[CH:5][CH:6]=3)=[O:10])=[CH:29][CH:30]=2)[CH2:23][CH2:24]1)[C:13]1[CH:18]=[CH:17][CH:16]=[CH:15][CH:14]=1. (2) Given the reactants Cl[C:2]1[C:3]2[C:4](=[CH:13][N:14](CC3C=CC(OC)=CC=3)[N:15]=2)[N:5]=[C:6]([C:8]2[CH:12]=[CH:11][S:10][CH:9]=2)[N:7]=1.[NH2:25][C:26]1[CH:31]=[CH:30][C:29]([C:32]([N:34]2[CH2:39][CH2:38][O:37][CH2:36][CH2:35]2)=[O:33])=[CH:28][CH:27]=1.Cl, predict the reaction product. The product is: [O:37]1[CH2:36][CH2:35][N:34]([C:32]([C:29]2[CH:30]=[CH:31][C:26]([NH:25][C:2]3[C:3]4[NH:15][N:14]=[CH:13][C:4]=4[N:5]=[C:6]([C:8]4[CH:12]=[CH:11][S:10][CH:9]=4)[N:7]=3)=[CH:27][CH:28]=2)=[O:33])[CH2:39][CH2:38]1. (3) Given the reactants [C:1]([O:7][CH2:8][CH:9]=[CH2:10])(=[O:6])[CH2:2][C:3]([CH3:5])=[O:4].[C:11](=O)([O-])[O-].[K+].[K+].C1COCC1.CI, predict the reaction product. The product is: [CH3:11][CH:2]([C:3]([CH3:5])=[O:4])[C:1]([O:7][CH2:8][CH:9]=[CH2:10])=[O:6]. (4) Given the reactants Br[C:2]1[CH:3]=[CH:4][C:5]2[O:6][CH2:7][CH2:8][CH2:9][NH:10][C:11]=2[N:12]=1.[F:13][C:14]([F:25])([F:24])[C:15]1[CH:16]=[C:17](B(O)O)[CH:18]=[CH:19][CH:20]=1.C(=O)([O-])[O-].[Cs+].[Cs+], predict the reaction product. The product is: [F:13][C:14]([F:25])([F:24])[C:15]1[CH:20]=[C:19]([C:2]2[CH:3]=[CH:4][C:5]3[O:6][CH2:7][CH2:8][CH2:9][NH:10][C:11]=3[N:12]=2)[CH:18]=[CH:17][CH:16]=1. (5) Given the reactants [Br:1][C:2]1[CH:3]=[C:4]2[C:8](=[C:9]([C:12]([OH:14])=[O:13])[C:10]=1[Cl:11])[N:7](C(OC(C)(C)C)=O)[CH:6]=[CH:5]2.O.C(=O)([O-])[O-].[K+].[K+], predict the reaction product. The product is: [Br:1][C:2]1[CH:3]=[C:4]2[C:8](=[C:9]([C:12]([OH:14])=[O:13])[C:10]=1[Cl:11])[NH:7][CH:6]=[CH:5]2. (6) Given the reactants [H-].[H-].[H-].[H-].[Li+].[Al+3].[F:7][C:8]1[CH:9]=[C:10]([C:15]2[N:16]=[CH:17][C:18]3[C:23]4([CH2:25][CH2:24]4)[C:22](=O)[NH:21][C:19]=3[N:20]=2)[CH:11]=[CH:12][C:13]=1[OH:14].[CH2:27]1COCC1, predict the reaction product. The product is: [F:7][C:8]1[CH:9]=[C:10]([C:15]2[N:16]=[CH:17][C:18]3[C:23]4([CH2:25][CH2:24]4)[CH2:22][NH:21][C:19]=3[N:20]=2)[CH:11]=[CH:12][C:13]=1[O:14][CH3:27]. (7) Given the reactants [Cl:1][C:2]1[C:7]([OH:8])=[C:6](I)[CH:5]=[C:4]([CH2:10][OH:11])[N:3]=1.[CH2:12]([Si](C)(C)C)[C:13]#[CH:14].N1CCC[CH2:21][CH2:20]1.CN(C=O)C, predict the reaction product. The product is: [Cl:1][C:2]1[N:3]=[C:4]([CH2:10][OH:11])[CH:5]=[C:6]2[CH:12]=[C:13]([CH3:14])[O:8][C:7]=12.[Cl:1][C:2]1[N:3]=[C:4]([CH2:10][OH:11])[CH:5]=[C:6]2[CH:21]=[CH:20][O:8][C:7]=12.